From a dataset of Reaction yield outcomes from USPTO patents with 853,638 reactions. Predict the reaction yield, written as a fraction of the theoretical maximum amount of product (1.0 means a 100% yield; for example, 0.34 means a 34% yield). (1) The reactants are [NH2:1][C:2]1[CH:7]=[CH:6][C:5]([N:8]2[CH2:14][CH2:13][CH2:12][CH:11]([N:15]3[CH2:19][CH2:18][C@@H:17]([NH:20][C:21](=[O:36])[CH2:22][NH:23][C:24](=[O:35])[C:25]4[CH:30]=[CH:29][CH:28]=[C:27]([C:31]([F:34])([F:33])[F:32])[CH:26]=4)[CH2:16]3)[CH2:10][CH2:9]2)=[CH:4][CH:3]=1.C(N(CC)CC)C.[C:44](Cl)(=[O:46])[CH3:45].C([O-])(O)=O.[Na+]. The catalyst is C(Cl)Cl. The product is [C:44]([NH:1][C:2]1[CH:3]=[CH:4][C:5]([N:8]2[CH2:14][CH2:13][CH2:12][CH:11]([N:15]3[CH2:19][CH2:18][C@@H:17]([NH:20][C:21](=[O:36])[CH2:22][NH:23][C:24](=[O:35])[C:25]4[CH:30]=[CH:29][CH:28]=[C:27]([C:31]([F:33])([F:34])[F:32])[CH:26]=4)[CH2:16]3)[CH2:10][CH2:9]2)=[CH:6][CH:7]=1)(=[O:46])[CH3:45]. The yield is 0.500. (2) The reactants are [C:1]([C:3]1[N:8]=[C:7]([CH2:9][CH2:10][CH2:11][CH2:12][C:13]([O:15][CH2:16][CH2:17][Si:18]([CH3:21])([CH3:20])[CH3:19])=[O:14])[CH:6]=[CH:5][CH:4]=1)#[N:2].[C:22](OC)(=[O:30])[C:23]1[C:24](=[CH:26][CH:27]=[CH:28][CH:29]=1)[SH:25].C(N(CC)CC)C. The catalyst is C1(C)C=CC=CC=1. The product is [O:30]=[C:22]1[C:23]2[CH:29]=[CH:28][CH:27]=[CH:26][C:24]=2[S:25][C:1]([C:3]2[N:8]=[C:7]([CH2:9][CH2:10][CH2:11][CH2:12][C:13]([O:15][CH2:16][CH2:17][Si:18]([CH3:20])([CH3:19])[CH3:21])=[O:14])[CH:6]=[CH:5][CH:4]=2)=[N:2]1. The yield is 0.270. (3) The reactants are Br[C:2]1[C:7]([F:8])=[CH:6][CH:5]=[CH:4][N:3]=1.[Li]CCCC.FC1(F)CCC([C:21](N(OC)C)=[O:22])CC1. The catalyst is C1COCC1. The product is [F:8][C:7]1[C:2]([CH:21]=[O:22])=[N:3][CH:4]=[CH:5][CH:6]=1. The yield is 0.260. (4) The reactants are [CH3:1][O:2][C:3]1[CH:8]=[CH:7][C:6]([C:9]2[N:10]=[C:11]([C:19]3[CH:24]=[CH:23][CH:22]=[CH:21][CH:20]=3)[NH:12][C:13]=2[C:14]([O:16]CC)=O)=[CH:5][CH:4]=1.[NH3:25]. No catalyst specified. The product is [CH3:1][O:2][C:3]1[CH:8]=[CH:7][C:6]([C:9]2[N:10]=[C:11]([C:19]3[CH:24]=[CH:23][CH:22]=[CH:21][CH:20]=3)[NH:12][C:13]=2[C:14]([NH2:25])=[O:16])=[CH:5][CH:4]=1. The yield is 0.160. (5) The reactants are [CH3:1][O:2][C:3]1[CH:4]=[C:5]2[C:10](=[CH:11][C:12]=1[O:13][CH3:14])[NH:9][C:8](=[O:15])[CH:7]=[N:6]2.[H-].[Na+].FC1C=C2C(C=CC(=O)N2CCN2CCC(NCC3C=CC4OCC(=O)NC=4N=3)CC2)=CC=1.COC1C=C2C(C=CC(=O)N2[CH2:63][CH2:64][N:65]2[CH2:70][CH2:69][CH:68]([NH:71][C:72](=[O:78])[O:73][C:74]([CH3:77])([CH3:76])[CH3:75])[CH2:67][CH2:66]2)=CC=1. The catalyst is CC(C)=O. The product is [CH3:1][O:2][C:3]1[CH:4]=[C:5]2[C:10](=[CH:11][C:12]=1[O:13][CH3:14])[N:9]([CH2:63][CH2:64][N:65]1[CH2:70][CH2:69][CH:68]([NH:71][C:72](=[O:78])[O:73][C:74]([CH3:77])([CH3:76])[CH3:75])[CH2:67][CH2:66]1)[C:8](=[O:15])[CH:7]=[N:6]2. The yield is 0.280.